This data is from Full USPTO retrosynthesis dataset with 1.9M reactions from patents (1976-2016). The task is: Predict the reactants needed to synthesize the given product. (1) Given the product [OH:20][C:19]1([C:21]([F:24])([F:23])[F:22])[CH2:18][C:17](=[O:16])[NH:7][C:6]2[N:2]([CH3:1])[N:3]=[C:4]([C:8]3[CH:9]=[CH:10][CH:11]=[CH:12][CH:13]=3)[C:5]1=2, predict the reactants needed to synthesize it. The reactants are: [CH3:1][N:2]1[C:6]([NH2:7])=[CH:5][C:4]([C:8]2[CH:13]=[CH:12][CH:11]=[CH:10][CH:9]=2)=[N:3]1.C([O:16][C:17](=O)[CH2:18][C:19]([C:21]([F:24])([F:23])[F:22])=[O:20])C. (2) The reactants are: [H-].[Al+3].[Li+].[H-].[H-].[H-].[C:7]1([N:13]([C:28]2[CH:33]=[CH:32][CH:31]=[CH:30][CH:29]=2)[C:14]2[CH:19]=[CH:18][C:17]([C:20]([C:22]3[CH:27]=[CH:26][CH:25]=[CH:24][CH:23]=3)=O)=[CH:16][CH:15]=2)[CH:12]=[CH:11][CH:10]=[CH:9][CH:8]=1.O.[OH-].[Na+]. Given the product [CH2:20]([C:17]1[CH:16]=[CH:15][C:14]([N:13]([C:28]2[CH:29]=[CH:30][CH:31]=[CH:32][CH:33]=2)[C:7]2[CH:12]=[CH:11][CH:10]=[CH:9][CH:8]=2)=[CH:19][CH:18]=1)[C:22]1[CH:23]=[CH:24][CH:25]=[CH:26][CH:27]=1, predict the reactants needed to synthesize it. (3) Given the product [Cl:8][C:5]1[CH:6]=[CH:7][C:2]([NH:12][C:13]2[S:14][CH:15]=[CH:16][C:17]=2[C:18]#[N:19])=[C:3]([N+:9]([O-:11])=[O:10])[CH:4]=1, predict the reactants needed to synthesize it. The reactants are: Cl[C:2]1[CH:7]=[CH:6][C:5]([Cl:8])=[CH:4][C:3]=1[N+:9]([O-:11])=[O:10].[NH2:12][C:13]1[S:14][CH:15]=[CH:16][C:17]=1[C:18]#[N:19].O.[OH-].[Li+]. (4) Given the product [NH2:1][C:2]1[N:11]=[C:10]([Cl:19])[C:9]2[C:4](=[CH:5][C:6]([C:13]([O:15][CH3:16])=[O:14])=[CH:7][CH:8]=2)[N:3]=1, predict the reactants needed to synthesize it. The reactants are: [NH2:1][C:2]1[NH:11][C:10](=O)[C:9]2[C:4](=[CH:5][C:6]([C:13]([O:15][CH3:16])=[O:14])=[CH:7][CH:8]=2)[N:3]=1.P(Cl)(Cl)([Cl:19])=O. (5) Given the product [Cl:1][C:2]1[CH:7]=[CH:6][C:5]([C:8]([N:18]2[C:26]3[C:21](=[C:22]([NH:27][S:28]([CH3:31])(=[O:29])=[O:30])[CH:23]=[CH:24][CH:25]=3)[CH:20]=[CH:19]2)([C:9]2[O:10][N:14]=[C:12]([CH3:13])[N:11]=2)[CH2:16][CH3:17])=[CH:4][CH:3]=1, predict the reactants needed to synthesize it. The reactants are: [Cl:1][C:2]1[CH:7]=[CH:6][C:5]([C:8]([N:18]2[C:26]3[C:21](=[C:22]([NH:27][S:28]([CH3:31])(=[O:30])=[O:29])[CH:23]=[CH:24][CH:25]=3)[CH:20]=[CH:19]2)([CH2:16][CH3:17])[C:9]([NH:11][C:12](=[N:14]O)[CH3:13])=[O:10])=[CH:4][CH:3]=1. (6) Given the product [NH2:25][C@@:24]([C:19]1[CH:18]=[CH:17][C:16]2[C:21](=[CH:22][CH:23]=[C:14]([O:13][C@H:10]3[CH2:9][CH2:8][C@@H:7]([C:1]4[CH:6]=[CH:5][CH:4]=[CH:3][CH:2]=4)[CH2:12][CH2:11]3)[C:15]=2[C:31]([F:33])([F:34])[F:32])[CH:20]=1)([CH3:30])[CH2:28][OH:27], predict the reactants needed to synthesize it. The reactants are: [C:1]1([C@@H:7]2[CH2:12][CH2:11][C@H:10]([O:13][C:14]3[C:15]([C:31]([F:34])([F:33])[F:32])=[C:16]4[C:21](=[CH:22][CH:23]=3)[CH:20]=[C:19]([C@:24]3([CH3:30])[CH2:28][O:27]C(=O)[NH:25]3)[CH:18]=[CH:17]4)[CH2:9][CH2:8]2)[CH:6]=[CH:5][CH:4]=[CH:3][CH:2]=1.[OH-].[Li+].C(O)C.O.